Dataset: Forward reaction prediction with 1.9M reactions from USPTO patents (1976-2016). Task: Predict the product of the given reaction. Given the reactants [Cl-].[CH3:2][O:3][CH2:4][P+](C1C=CC=CC=1)(C1C=CC=CC=1)C1C=CC=CC=1.C[Si](C)(C)[N-][Si](C)(C)C.[Na+].[CH3:34][C:35]1([CH3:53])[CH:44]([N:45]2[C:49]([CH:50]=O)=[CH:48][N:47]=[CH:46]2)[C:43]2[C:38](=[CH:39][CH:40]=[CH:41][CH:42]=2)[C:37](=[O:52])[O:36]1, predict the reaction product. The product is: [CH3:2][O:3][CH:4]=[CH:50][C:49]1[N:45]([CH:44]2[C:43]3[C:38](=[CH:39][CH:40]=[CH:41][CH:42]=3)[C:37](=[O:52])[O:36][C:35]2([CH3:53])[CH3:34])[CH:46]=[N:47][CH:48]=1.